Dataset: Reaction yield outcomes from USPTO patents with 853,638 reactions. Task: Predict the reaction yield, written as a fraction of the theoretical maximum amount of product (1.0 means a 100% yield; for example, 0.34 means a 34% yield). The reactants are [CH3:1][CH2:2][O:3][C:4]([CH2:6][C:7]#[N:8])=[O:5].C([O-])(=O)C.[NH4+].C(O)(=O)C.[CH3:18][N:19]1[CH2:24][CH2:23][N:22]([C:25]2[CH:30]=[CH:29][C:28]([C:31](=O)[CH3:32])=[CH:27][CH:26]=2)[CH2:21][CH2:20]1. The catalyst is C1C=CC=CC=1.O. The product is [C:7](/[C:6](=[C:31](/[C:28]1[CH:27]=[CH:26][C:25]([N:22]2[CH2:21][CH2:20][N:19]([CH3:18])[CH2:24][CH2:23]2)=[CH:30][CH:29]=1)\[CH3:32])/[C:4]([O:3][CH2:2][CH3:1])=[O:5])#[N:8]. The yield is 0.324.